From a dataset of Forward reaction prediction with 1.9M reactions from USPTO patents (1976-2016). Predict the product of the given reaction. (1) Given the reactants [Cl:1][C:2]1[N:7]=[C:6](Cl)[CH:5]=[C:4]([CH3:9])[N:3]=1.[CH3:10][NH:11][CH3:12], predict the reaction product. The product is: [Cl:1][C:2]1[N:7]=[C:6]([N:11]([CH3:12])[CH3:10])[CH:5]=[C:4]([CH3:9])[N:3]=1. (2) Given the reactants N1C2[C:6](=[CH:7][CH:8]=CC=2)[C:4](=O)[C:2]1=O.[CH3:12][C:13]1[CH:14]=[C:15]2[C:19](=[C:20]([CH3:22])[CH:21]=1)[NH:18][C:17](=[O:23])[C:16]2=[O:24], predict the reaction product. The product is: [CH3:12][C:13]1[CH:14]=[C:15]2[C:19](=[C:20]([CH3:22])[CH:21]=1)[N:18]([CH2:2][CH2:4][CH2:6][CH2:7][CH3:8])[C:17](=[O:23])[C:16]2=[O:24]. (3) Given the reactants [Cl:1][C:2]1[CH:3]=[CH:4][C:5]([O:21][CH2:22][C:23]2[CH:28]=[CH:27][CH:26]=[CH:25][CH:24]=2)=[C:6]([CH2:8][C:9]2[O:13][C:12]([C:14](/[N:16]=[CH:17]/[N:18](C)C)=O)=[CH:11][CH:10]=2)[CH:7]=1.O.[NH2:30]N, predict the reaction product. The product is: [Cl:1][C:2]1[CH:3]=[CH:4][C:5]([O:21][CH2:22][C:23]2[CH:28]=[CH:27][CH:26]=[CH:25][CH:24]=2)=[C:6]([CH2:8][C:9]2[O:13][C:12]([C:14]3[N:16]=[CH:17][NH:18][N:30]=3)=[CH:11][CH:10]=2)[CH:7]=1. (4) Given the reactants [CH2:1]([O:8][C:9]([N:11]1[CH2:15][C:14]([C:16]2[CH:21]=[CH:20][CH:19]=[CH:18][CH:17]=2)=[CH:13][C@@H:12]1[CH2:22][C:23]#[N:24])=[O:10])[C:2]1[CH:7]=[CH:6][CH:5]=[CH:4][CH:3]=1, predict the reaction product. The product is: [CH2:1]([O:8][C:9]([N:11]1[CH2:15][C@@H:14]([C:16]2[CH:17]=[CH:18][CH:19]=[CH:20][CH:21]=2)[CH2:13][C@H:12]1[CH2:22][C:23]#[N:24])=[O:10])[C:2]1[CH:3]=[CH:4][CH:5]=[CH:6][CH:7]=1. (5) The product is: [Br:22][C:12]1[C:11]([CH3:14])=[CH:10][C:9]([O:15][CH2:16][CH2:17][CH2:18][CH2:19][CH2:20][CH3:21])=[C:8]([O:7][CH2:1][CH2:2][CH2:3][CH2:4][CH2:5][CH3:6])[CH:13]=1. Given the reactants [CH2:1]([O:7][C:8]1[CH:13]=[CH:12][C:11]([CH3:14])=[CH:10][C:9]=1[O:15][CH2:16][CH2:17][CH2:18][CH2:19][CH2:20][CH3:21])[CH2:2][CH2:3][CH2:4][CH2:5][CH3:6].[Br:22]Br.O, predict the reaction product.